This data is from Reaction yield outcomes from USPTO patents with 853,638 reactions. The task is: Predict the reaction yield, written as a fraction of the theoretical maximum amount of product (1.0 means a 100% yield; for example, 0.34 means a 34% yield). (1) The yield is 0.860. The reactants are [CH3:1][O:2][C:3]1[C:12]([NH:13][C:14](=[O:18])OCC)=[N:11][C:10]2[C:5](=[CH:6][CH:7]=[C:8]([O:19][CH3:20])[CH:9]=2)[N:4]=1.[Cl:21][C:22]1[CH:27]=[CH:26][C:25]([N:28]2[CH2:33][CH2:32][NH:31][CH2:30][CH2:29]2)=[CH:24][CH:23]=1. No catalyst specified. The product is [CH3:1][O:2][C:3]1[C:12]([NH:13][C:14]([N:31]2[CH2:30][CH2:29][N:28]([C:25]3[CH:24]=[CH:23][C:22]([Cl:21])=[CH:27][CH:26]=3)[CH2:33][CH2:32]2)=[O:18])=[N:11][C:10]2[C:5](=[CH:6][CH:7]=[C:8]([O:19][CH3:20])[CH:9]=2)[N:4]=1. (2) The reactants are [O:1]1[CH2:6][CH2:5][O:4][C:3]2[CH:7]=[C:8]([NH:11][C:12]3[C:13]4[CH2:21][NH:20][CH2:19][CH2:18][C:14]=4[N:15]=[CH:16][N:17]=3)[CH:9]=[CH:10][C:2]1=2.[C:22]1([CH3:31])[CH:27]=[CH:26][CH:25]=[C:24](B(O)O)[CH:23]=1.C(N(CC)CC)C. The catalyst is C1COCC1.CC([O-])=O.CC([O-])=O.[Cu+2]. The product is [O:1]1[CH2:6][CH2:5][O:4][C:3]2[CH:7]=[C:8]([NH:11][C:12]3[C:13]4[CH2:21][N:20]([C:24]5[CH:23]=[C:22]([CH3:31])[CH:27]=[CH:26][CH:25]=5)[CH2:19][CH2:18][C:14]=4[N:15]=[CH:16][N:17]=3)[CH:9]=[CH:10][C:2]1=2. The yield is 0.0960. (3) The reactants are C([O:3][C:4]([C:6]1[CH:7]=[C:8]2[N:14]([N:15]=1)[C:13]1[CH:16]=[C:17]([Br:20])[CH:18]=[CH:19][C:12]=1[O:11][CH2:10][CH2:9]2)=O)C.[NH3:21].CO. No catalyst specified. The product is [Br:20][C:17]1[CH:18]=[CH:19][C:12]2[O:11][CH2:10][CH2:9][C:8]3[N:14]([N:15]=[C:6]([C:4]([NH2:21])=[O:3])[CH:7]=3)[C:13]=2[CH:16]=1. The yield is 0.800. (4) The reactants are [C:1]1([C:11]([C:13]2[C:21]3[C:16](=[CH:17][CH:18]=[CH:19][CH:20]=3)[NH:15][CH:14]=2)=[O:12])[C:10]2[C:5](=[CH:6][CH:7]=[CH:8][CH:9]=2)[CH:4]=[CH:3][CH:2]=1.C[Mg+].[Br-].[C:25]1(C(O)=O)C2C(=CC=CC=2)C=CC=1. The catalyst is C(OCC)C.S(Cl)(Cl)=O. The product is [CH3:25][C:14]1[NH:15][C:16]2[C:21]([C:13]=1[C:11]([C:1]1[C:10]3[C:5](=[CH:6][CH:7]=[CH:8][CH:9]=3)[CH:4]=[CH:3][CH:2]=1)=[O:12])=[CH:20][CH:19]=[CH:18][CH:17]=2. The yield is 0.450. (5) The reactants are [H-].[Na+].[CH3:3][O:4][C:5]([C:7]1[N:11]=[C:10]([Cl:12])[NH:9][N:8]=1)=[O:6].[CH3:13][Si:14]([CH2:17][CH2:18][O:19][CH2:20]Cl)([CH3:16])[CH3:15]. The catalyst is CN(C=O)C. The product is [CH3:3][O:4][C:5]([C:7]1[N:11]=[C:10]([Cl:12])[N:9]([CH2:20][O:19][CH2:18][CH2:17][Si:14]([CH3:16])([CH3:15])[CH3:13])[N:8]=1)=[O:6]. The yield is 0.580. (6) The reactants are [CH:1]1([CH2:4][N:5]2[CH2:14][CH2:13][C:12]3[C:7](=[C:8]([C:15]#[N:16])[CH:9]=[CH:10][CH:11]=3)[CH2:6]2)[CH2:3][CH2:2]1.[BH4-].[Na+].[NH4+].[Cl-].[NH4+].[OH-]. The catalyst is CO.O. The product is [CH:1]1([CH2:4][N:5]2[CH2:14][CH2:13][C:12]3[C:7](=[C:8]([CH2:15][NH2:16])[CH:9]=[CH:10][CH:11]=3)[CH2:6]2)[CH2:2][CH2:3]1. The yield is 0.210. (7) The reactants are [SH:1][C:2]1[CH:7]=[CH:6][C:5]([CH2:8][C:9]([OH:11])=[O:10])=[CH:4][CH:3]=1.[H-].[Na+].[CH3:14][O:15][C:16](=[O:25])[C:17]1[CH:22]=[CH:21][CH:20]=[CH:19][C:18]=1[CH2:23]Br.O. The catalyst is C1COCC1. The product is [CH3:14][O:15][C:16]([C:17]1[CH:22]=[CH:21][CH:20]=[CH:19][C:18]=1[CH2:23][S:1][C:2]1[CH:3]=[CH:4][C:5]([CH2:8][C:9]([OH:11])=[O:10])=[CH:6][CH:7]=1)=[O:25]. The yield is 0.650. (8) The reactants are [C:1]([C:3]1[C:8]([CH2:9][CH2:10][C:11]([O:13][C:14]([CH3:17])([CH3:16])[CH3:15])=[O:12])=[CH:7][CH:6]=[C:5]([C:18]#[N:19])[N:4]=1)#[N:2].[C:20](OC)(=[O:28])[C:21]1[C:22](=[CH:24][CH:25]=[CH:26][CH:27]=1)[SH:23].C(N(CC)CC)C. The catalyst is C1(C)C=CC=CC=1. The product is [C:1]([C:3]1[C:8]([CH2:9][CH2:10][C:11]([O:13][C:14]([CH3:16])([CH3:15])[CH3:17])=[O:12])=[CH:7][CH:6]=[C:5]([C:18]2[S:23][C:22]3[CH:24]=[CH:25][CH:26]=[CH:27][C:21]=3[C:20](=[O:28])[N:19]=2)[N:4]=1)#[N:2]. The yield is 0.250. (9) The reactants are [Br:1][C:2]1[CH:3]=[C:4]([C:8]([CH3:10])=[O:9])[CH:5]=[CH:6][CH:7]=1.[CH2:11](O)[CH2:12][OH:13].C1(C)C=CC(S(O)(=O)=O)=CC=1.O. The catalyst is C1C=CC=CC=1. The product is [Br:1][C:2]1[CH:3]=[C:4]([C:8]2([CH3:10])[O:13][CH2:12][CH2:11][O:9]2)[CH:5]=[CH:6][CH:7]=1. The yield is 1.00. (10) The reactants are [O:1]=[S:2]1(=[O:25])[CH2:7][CH:6]=[C:5]([C:8]2[CH:13]=[CH:12][C:11]([N:14]3[CH2:18][C@H:17]([CH2:19][N:20]=[N+:21]=[N-:22])[O:16][C:15]3=[O:23])=[CH:10][C:9]=2[F:24])[CH2:4][CH2:3]1.[Cl:26][C:27](S(Cl)(=O)=O)=[CH2:28]. The catalyst is ClCCl. The product is [O:25]=[S:2]1(=[O:1])[CH2:3][CH:4]=[C:5]([C:8]2[CH:13]=[CH:12][C:11]([N:14]3[CH2:18][C@H:17]([CH2:19][N:20]4[CH:28]=[C:27]([Cl:26])[N:22]=[N:21]4)[O:16][C:15]3=[O:23])=[CH:10][C:9]=2[F:24])[CH2:6][CH2:7]1. The yield is 0.640.